This data is from Forward reaction prediction with 1.9M reactions from USPTO patents (1976-2016). The task is: Predict the product of the given reaction. (1) Given the reactants [ClH:1].Cl.[F:3][C:4]1[CH:9]=[CH:8][C:7]([C:10]2[C:11]([N:16]3[CH2:21][CH2:20][NH:19][CH2:18][CH2:17]3)=[N:12][CH:13]=[CH:14][N:15]=2)=[CH:6][CH:5]=1.[CH2:22]([N:24]1[C:28]([CH3:29])=[C:27]([CH:30]=O)[C:26]([CH3:32])=[N:25]1)[CH3:23].C(O[BH-](OC(=O)C)OC(=O)C)(=O)C.[Na+].[OH-].[Na+].Cl, predict the reaction product. The product is: [ClH:1].[CH2:22]([N:24]1[C:28]([CH3:29])=[C:27]([CH2:30][N:19]2[CH2:18][CH2:17][N:16]([C:11]3[C:10]([C:7]4[CH:8]=[CH:9][C:4]([F:3])=[CH:5][CH:6]=4)=[N:15][CH:14]=[CH:13][N:12]=3)[CH2:21][CH2:20]2)[C:26]([CH3:32])=[N:25]1)[CH3:23]. (2) The product is: [O:1]1[CH:5]=[CH:4][CH:3]=[C:2]1[C:6]1[CH:11]=[C:10]([O:12][CH3:13])[CH:9]=[CH:8][C:7]=1[O:14][CH2:16][C:17]([O:19][CH3:20])=[O:18]. Given the reactants [O:1]1[CH:5]=[CH:4][CH:3]=[C:2]1[C:6]1[CH:11]=[C:10]([O:12][CH3:13])[CH:9]=[CH:8][C:7]=1[OH:14].Br[CH2:16][C:17]([O:19][CH3:20])=[O:18].C(=O)([O-])[O-].[Cs+].[Cs+], predict the reaction product. (3) Given the reactants [F:1][C:2]1[CH:7]=[C:6]([F:8])[CH:5]=[CH:4][C:3]=1/[CH:9]=[CH:10]\[C:11]([O:13]C)=[O:12].[OH-].[Li+], predict the reaction product. The product is: [F:1][C:2]1[CH:7]=[C:6]([F:8])[CH:5]=[CH:4][C:3]=1/[CH:9]=[CH:10]\[C:11]([OH:13])=[O:12]. (4) Given the reactants [OH:1]OS([O-])=O.[K+].[F:7][C:8]([F:38])([C:34]([F:37])([F:36])[F:35])[CH2:9][O:10][C:11]1[CH:16]=[CH:15][C:14]([N:17]2[C:22](=[O:23])[C:21]3[CH2:24][C:25](=[O:27])[NH:26][C:20]=3[N:19]=[C:18]2[S:28][CH2:29][CH2:30][CH2:31][CH2:32][CH3:33])=[CH:13][CH:12]=1.CO, predict the reaction product. The product is: [F:38][C:8]([F:7])([C:34]([F:35])([F:36])[F:37])[CH2:9][O:10][C:11]1[CH:16]=[CH:15][C:14]([N:17]2[C:22](=[O:23])[C:21]3[CH2:24][C:25](=[O:27])[NH:26][C:20]=3[N:19]=[C:18]2[S:28]([CH2:29][CH2:30][CH2:31][CH2:32][CH3:33])=[O:1])=[CH:13][CH:12]=1. (5) Given the reactants [CH3:1][S:2][C:3]1[CH:54]=[CH:53][C:6]([C:7]([NH:9][C:10]2[CH:11]=[CH:12][C:13]([CH:25]=[CH:26][C:27]3[CH:32]=[CH:31][CH:30]=[CH:29][C:28]=3[NH:33][C:34](=[O:52])[C:35]3[CH:40]=[CH:39][C:38]([S:41][CH3:42])=[C:37]([S:43]([N:46]4[CH2:51][CH2:50][O:49][CH2:48][CH2:47]4)(=[O:45])=[O:44])[CH:36]=3)=[C:14]([S:16]([O:19]CC(C)(C)C)(=[O:18])=[O:17])[CH:15]=2)=[O:8])=[CH:5][C:4]=1[S:55]([N:58]1[CH2:63][CH2:62][O:61][CH2:60][CH2:59]1)(=[O:57])=[O:56], predict the reaction product. The product is: [CH3:1][S:2][C:3]1[CH:54]=[CH:53][C:6]([C:7]([NH:9][C:10]2[CH:11]=[CH:12][C:13]([CH:25]=[CH:26][C:27]3[CH:32]=[CH:31][CH:30]=[CH:29][C:28]=3[NH:33][C:34](=[O:52])[C:35]3[CH:40]=[CH:39][C:38]([S:41][CH3:42])=[C:37]([S:43]([N:46]4[CH2:51][CH2:50][O:49][CH2:48][CH2:47]4)(=[O:45])=[O:44])[CH:36]=3)=[C:14]([S:16]([OH:19])(=[O:18])=[O:17])[CH:15]=2)=[O:8])=[CH:5][C:4]=1[S:55]([N:58]1[CH2:63][CH2:62][O:61][CH2:60][CH2:59]1)(=[O:57])=[O:56]. (6) Given the reactants [CH:1]1([NH:4][C:5]([C:7]2[N:8]=[N:9][N:10]([C:14]3[CH:19]=[CH:18][C:17]([C:20]([NH:22][CH2:23][CH3:24])=[O:21])=[CH:16][CH:15]=3)[C:11]=2[CH2:12][OH:13])=[O:6])[CH2:3][CH2:2]1.[F:25][C:26]1[CH:31]=[CH:30][C:29]([N:32]=[C:33]=[O:34])=[CH:28][CH:27]=1, predict the reaction product. The product is: [F:25][C:26]1[CH:31]=[CH:30][C:29]([NH:32][C:33](=[O:34])[O:13][CH2:12][C:11]2[N:10]([C:14]3[CH:19]=[CH:18][C:17]([C:20]([NH:22][CH2:23][CH3:24])=[O:21])=[CH:16][CH:15]=3)[N:9]=[N:8][C:7]=2[C:5]([NH:4][CH:1]2[CH2:2][CH2:3]2)=[O:6])=[CH:28][CH:27]=1. (7) Given the reactants [F:1][CH:2]([F:11])[O:3][C:4]1[CH:10]=[CH:9][C:7]([NH2:8])=[CH:6][CH:5]=1.[S-:12][C:13]#[N:14].[K+].BrBr.[OH-].[NH4+], predict the reaction product. The product is: [F:1][CH:2]([F:11])[O:3][C:4]1[CH:10]=[CH:9][C:7]2[N:8]=[C:13]([NH2:14])[S:12][C:6]=2[CH:5]=1. (8) Given the reactants [CH3:1][C@@:2]([S:27]([CH3:30])(=[O:29])=[O:28])([CH2:13][CH2:14][N:15]1[CH:19]=[C:18]([C:20]2[CH:25]=[CH:24][CH:23]=[CH:22][CH:21]=2)[C:17]([CH3:26])=[N:16]1)[C:3]([NH:5][O:6]C1CCCCO1)=[O:4].CC1C=CC(S([O-])(=O)=O)=CC=1.C1C=C[NH+]=CC=1, predict the reaction product. The product is: [OH:6][NH:5][C:3](=[O:4])[C@:2]([CH3:1])([S:27]([CH3:30])(=[O:29])=[O:28])[CH2:13][CH2:14][N:15]1[CH:19]=[C:18]([C:20]2[CH:25]=[CH:24][CH:23]=[CH:22][CH:21]=2)[C:17]([CH3:26])=[N:16]1. (9) Given the reactants [NH:1]1[C:5]2=[N:6][CH:7]=[C:8]([C:10]3[CH:11]=[C:12]([NH:16][S:17]([CH3:20])(=[O:19])=[O:18])[CH:13]=[CH:14][CH:15]=3)[CH:9]=[C:4]2[CH:3]=[CH:2]1.[I:21]N1C(=O)CCC1=O, predict the reaction product. The product is: [I:21][C:3]1[C:4]2[C:5](=[N:6][CH:7]=[C:8]([C:10]3[CH:11]=[C:12]([NH:16][S:17]([CH3:20])(=[O:18])=[O:19])[CH:13]=[CH:14][CH:15]=3)[CH:9]=2)[NH:1][CH:2]=1.